From a dataset of Experimentally validated miRNA-target interactions with 360,000+ pairs, plus equal number of negative samples. Binary Classification. Given a miRNA mature sequence and a target amino acid sequence, predict their likelihood of interaction. (1) Result: 0 (no interaction). The miRNA is hsa-miR-4741 with sequence CGGGCUGUCCGGAGGGGUCGGCU. The protein sequence of the target gene is MKVSTLRESSAMASPLPREMEEELVPTGSEPGDTRAKPPVKPKPRALPAKPALPAKPSLLVPVGPRPPRGPLAELPSARKMNMLAGPQPYGGSKRPLPFAPRPAVEASTGGEATQETGKEEAGKEEPPPLTPPARCAAPGGVRKAPAPFRPASERFAATTVEEILAKMEQPRKEVLASPDRLWGSRLTFNHDGSSRYGPRTYGTTTAPRDEDGSTLFRGWSQEGPVKSPAECREEHSKTPEERSLPSDLAFNGDLAKAASSELPADISKPWIPSSPAPSSENGGPASPGLPAEASGSGPG.... (2) The miRNA is hsa-miR-548t-5p with sequence CAAAAGUGAUCGUGGUUUUUG. The protein sequence of the target gene is MAAQGEPQVQFKLVLVGDGGTGKTTFVKRHLTGEFEKKYVATLGVEVHPLVFHTNRGPIKFNVWDTAGQEKFGGLRDGYYIQAQCAIIMFDVTSRVTYKNVPNWHRDLVRVCENIPIVLCGNKVDIKDRKVKAKSIVFHRKKNLQYYDISAKSNYNFEKPFLWLARKLIGDPNLEFVAMPALAPPEVVMDPALAAQYEHDLEVAQTTALPDEDDDL. Result: 1 (interaction). (3) The miRNA is hsa-miR-4772-3p with sequence CCUGCAACUUUGCCUGAUCAGA. The protein sequence of the target gene is MGSQPPLGSPLSREEGEAPPPAPASEGRRRSRRVRLRGSCRHRPSFLGCRELAASAPARPAPASSEIMASAAKEFKMDNFSPKAGTSKLQQTVPADASPDSKCPICLDRFDNVSYLDRCLHKFCFRCVQEWSKNKAECPLCKQPFDSIFHSVRAEDDFKEYVLRPSYNGSFVTPDRRFRYRTTLTRERNASVYSPSGPVNRRTTTPPDSGVLFEGLGISTRPRDVEIPQFMRQIAVRRPTTADERSLRKIQEQDIINFRRTLYRAGARVRNIEDGGRYRDISAEFFRRNPACLHRLVPWL.... Result: 0 (no interaction). (4) The miRNA is hsa-miR-4292 with sequence CCCCUGGGCCGGCCUUGG. The protein sequence of the target gene is MPPGRWHAAYPAQAQSSRERGRLQTVKKEEEDESYTPVQAARPQTLNRPGQELFRQLFRQLRYHESSGPLETLSRLRELCRWWLRPDVLSKAQILELLVLEQFLSILPGELRVWVQLHNPESGEEAVALLEELQRDLDGTSWRDPGPAQSPDVHWMGTGALRSAQIWSLASPLRSSSALGDHLEPPYEIEARDFLAGQSDTPAAQMPALFPREGCPGDQVTPTRSLTAQLQETMTFKDVEVTFSQDEWGWLDSAQRNLYRDVMLENYRNMASLVGPFTKPALISWLEAREPWGLNMQAAQ.... Result: 1 (interaction). (5) The miRNA is mmu-miR-21a-5p with sequence UAGCUUAUCAGACUGAUGUUGA. The protein sequence of the target gene is MGTVLSLSPSYRKATLFEDGAATVGHYTAVQNSKNAKDKNLKRHSIISVLPWKRIVAVSAKKKNSKKVQPNSSYQNNITHLNNENLKKSLSCANLSTFAQPPPAQPPAPPASQLSGSQTGGSSSVKKAPHPAVTSAGTPKRVIVQASTSELLRCLGEFLCRRCYRLKHLSPTDPVLWLRSVDRSLLLQGWQDQGFITPANVVFLYMLCRDVISSEVGSDHELQAVLLTCLYLSYSYMGNEISYPLKPFLVESCKEAFWDRCLSVINLMSSKMLQINADPHYFTQVFSDLKNESGQEDKKR.... Result: 0 (no interaction). (6) The miRNA is hsa-miR-369-3p with sequence AAUAAUACAUGGUUGAUCUUU. The protein sequence of the target gene is MPITQDNAVLHLPLLYQWLQNSLQEGGDGPEQRLCQAAIQKLQEYIQLNFAVDESTVPPDHSPPEMEICTVYLTKELGDTETVGLSFGNIPVFGDYGEKRRGGKKRKTHQGPVLDVGCIWVTELRKNSPAGKSGKVRLRDEILSLNGQLMVGVDVSGASYLAEQCWNGGFIYLIMLRRFKHKAHSTYNGNSSNSSEPGETPTLELGDRTAKKGKRTRKFGVISRPPANKAPEESKGSAGCEVSSDPSTELENGPDPELGNGHVFQLENGPDSLKEVAGPHLERSEVDRGTEHRIPKTDAP.... Result: 0 (no interaction). (7) The miRNA is mmu-miR-743b-3p with sequence GAAAGACAUCAUGCUGAAUAGA. The protein sequence of the target gene is MGPERHLSGAPARMATVVLGGDTMGPERIFPNQTEELGHQGPSEGTGDWSSEEPEEEQEETGSGPAGYSYQPLNQDPEQEEVELAPVGDGDVVADIQDRIQALGLHLPDPPLESEDEDEEGATALNNHSSIPMDPEHVELVKRTMAGVSLPAPGVPAWAREISDAQWEDVVQKALQARQASPAWK. Result: 0 (no interaction).